From a dataset of Forward reaction prediction with 1.9M reactions from USPTO patents (1976-2016). Predict the product of the given reaction. (1) Given the reactants [OH:1][CH:2]1[CH2:7][CH2:6][CH2:5][CH2:4][CH:3]1[C:8]1([OH:12])[CH2:11][NH:10][CH2:9]1.[F:13][C:14]1[C:15]([NH:24][C:25]2[CH:30]=[CH:29][C:28]([I:31])=[CH:27][C:26]=2[F:32])=[C:16]([CH:20]=[CH:21][C:22]=1[F:23])[C:17](F)=[O:18], predict the reaction product. The product is: [F:13][C:14]1[C:15]([NH:24][C:25]2[CH:30]=[CH:29][C:28]([I:31])=[CH:27][C:26]=2[F:32])=[C:16]([C:17]([N:10]2[CH2:11][C:8]([C@@H:3]3[CH2:4][CH2:5][CH2:6][CH2:7][C@@H:2]3[OH:1])([OH:12])[CH2:9]2)=[O:18])[CH:20]=[CH:21][C:22]=1[F:23]. (2) Given the reactants C([Si](C)(C)OCCN[C:10]1[CH:15]=[CH:14]N=C(Cl)N=1)(C)(C)C.[CH3:19][C:20]([Si](Cl)(C)C)(C)[CH3:21].O.[C:28]([O:31][CH2:32][CH3:33])(=[O:30])[CH3:29], predict the reaction product. The product is: [CH3:19][CH2:20][CH2:21][CH2:14][CH2:15][CH3:10].[C:28]([O:31][CH2:32][CH3:33])(=[O:30])[CH3:29]. (3) Given the reactants [F:1][C:2]1[CH:7]=[CH:6][C:5](/[C:8](/[C:25]2[CH:30]=[CH:29][C:28](I)=[CH:27][CH:26]=2)=[CH:9]/[CH2:10][O:11][C:12]2[CH:23]=[CH:22][C:15]([O:16][CH2:17][C:18]([O:20][CH3:21])=[O:19])=[C:14]([CH3:24])[CH:13]=2)=[CH:4][CH:3]=1.C(N(CC)CC)C.[CH3:39][S:40][CH2:41][C:42]#[CH:43], predict the reaction product. The product is: [F:1][C:2]1[CH:7]=[CH:6][C:5](/[C:8](/[C:25]2[CH:30]=[CH:29][C:28]([C:43]#[C:42][CH2:41][S:40][CH3:39])=[CH:27][CH:26]=2)=[CH:9]/[CH2:10][O:11][C:12]2[CH:23]=[CH:22][C:15]([O:16][CH2:17][C:18]([O:20][CH3:21])=[O:19])=[C:14]([CH3:24])[CH:13]=2)=[CH:4][CH:3]=1. (4) Given the reactants CC[C@@H]1[C@@H]2C[C@H]([C@@H](OC3C4C(=CC=CC=4)C(O[C@@H](C4C=CN=C5C=4C=C(OC)C=C5)[C@@H]4N5C[C@H](CC)[C@@H](CC5)C4)=NN=3)C3C=CN=C4C=3C=C([O:22]C)C=C4)N(CC2)C1.C(C1[C:62]([F:73])=[CH:63][N:64]=[C:65]2[C:70]=1[N:69]=[C:68]([O:71][CH3:72])[CH:67]=[CH:66]2)=C.S([O-])([O-])=O.[Na+].[Na+].[C:80]([OH:84])(C)([CH3:82])[CH3:81].O, predict the reaction product. The product is: [F:73][C:62]1[CH:63]=[N:64][C:65]2[C:70]([C:81]=1[CH:80]([OH:84])[CH2:82][OH:22])=[N:69][C:68]([O:71][CH3:72])=[CH:67][CH:66]=2.